From a dataset of Forward reaction prediction with 1.9M reactions from USPTO patents (1976-2016). Predict the product of the given reaction. Given the reactants [CH2:1]([C@@:4]1([CH3:35])[CH2:9][C@H:8]([C:10]2[CH:15]=[CH:14][CH:13]=[C:12]([Cl:16])[CH:11]=2)[C@@H:7]([C:17]2[CH:22]=[CH:21][C:20]([Cl:23])=[CH:19][CH:18]=2)[N:6]([C@H:24]([CH2:27][CH:28]([OH:33])[C:29]([F:32])([F:31])[F:30])[CH2:25][CH3:26])[C:5]1=[O:34])[CH:2]=[CH2:3].O.CC(OI1(OC(C)=O)(OC(C)=O)OC(=O)C2C=CC=CC1=2)=[O:39], predict the reaction product. The product is: [CH2:1]([C@@:4]1([CH3:35])[CH2:9][C@H:8]([C:10]2[CH:15]=[CH:14][CH:13]=[C:12]([Cl:16])[CH:11]=2)[C@@H:7]([C:17]2[CH:22]=[CH:21][C:20]([Cl:23])=[CH:19][CH:18]=2)[N:6]([C@H:24]([CH2:27][C:28]([OH:39])([OH:33])[C:29]([F:30])([F:31])[F:32])[CH2:25][CH3:26])[C:5]1=[O:34])[CH:2]=[CH2:3].